This data is from Peptide-MHC class II binding affinity with 134,281 pairs from IEDB. The task is: Regression. Given a peptide amino acid sequence and an MHC pseudo amino acid sequence, predict their binding affinity value. This is MHC class II binding data. (1) The peptide sequence is VLLDCWRLVLSGPTF. The MHC is DRB1_0101 with pseudo-sequence DRB1_0101. The binding affinity (normalized) is 0.821. (2) The peptide sequence is MKNLVWNDELAYVAQ. The MHC is HLA-DQA10501-DQB10201 with pseudo-sequence HLA-DQA10501-DQB10201. The binding affinity (normalized) is 0.0517. (3) The peptide sequence is GELQIVDKEDAAFKI. The MHC is DRB1_0401 with pseudo-sequence DRB1_0401. The binding affinity (normalized) is 0.347. (4) The peptide sequence is ELLDQSDVKEPGVSR. The MHC is H-2-IAb with pseudo-sequence H-2-IAb. The binding affinity (normalized) is 0.149. (5) The peptide sequence is SQTEVKEEGKEELQE. The MHC is HLA-DQA10201-DQB10301 with pseudo-sequence HLA-DQA10201-DQB10301. The binding affinity (normalized) is 0. (6) The peptide sequence is NKAGVRIYVDIVLNH. The MHC is HLA-DQA10401-DQB10402 with pseudo-sequence HLA-DQA10401-DQB10402. The binding affinity (normalized) is 0.125. (7) The peptide sequence is RIIAGTLEVHAVKPA. The MHC is HLA-DPA10103-DPB10401 with pseudo-sequence HLA-DPA10103-DPB10401. The binding affinity (normalized) is 0.430.